This data is from Forward reaction prediction with 1.9M reactions from USPTO patents (1976-2016). The task is: Predict the product of the given reaction. (1) Given the reactants [C:1]([C:5]1[N:14]([CH2:15][CH2:16][OH:17])[C:8]2=[CH:9][N:10]=[C:11](Cl)[CH:12]=[C:7]2[CH:6]=1)([CH3:4])([CH3:3])[CH3:2].[NH3:18], predict the reaction product. The product is: [NH2:18][C:11]1[CH:12]=[C:7]2[CH:6]=[C:5]([C:1]([CH3:4])([CH3:3])[CH3:2])[N:14]([CH2:15][CH2:16][OH:17])[C:8]2=[CH:9][N:10]=1. (2) The product is: [N+:20]([C:8]1[CH:9]=[C:10]2[C:5](=[CH:6][CH:7]=1)[N:4]=[C:3]([CH2:2][N:32]1[CH2:31][CH2:30][N:29]([C:35]([O:37][C:38]([CH3:41])([CH3:40])[CH3:39])=[O:36])[CH2:34][CH2:33]1)[N:12]([C:13]1[CH:18]=[CH:17][CH:16]=[CH:15][CH:14]=1)[C:11]2=[O:19])([O-:22])=[O:21]. Given the reactants Cl[CH2:2][C:3]1[N:12]([C:13]2[CH:18]=[CH:17][CH:16]=[CH:15][CH:14]=2)[C:11](=[O:19])[C:10]2[C:5](=[CH:6][CH:7]=[C:8]([N+:20]([O-:22])=[O:21])[CH:9]=2)[N:4]=1.C(=O)([O-])[O-].[K+].[K+].[N:29]1([C:35]([O:37][C:38]([CH3:41])([CH3:40])[CH3:39])=[O:36])[CH2:34][CH2:33][NH:32][CH2:31][CH2:30]1.[I-].[K+], predict the reaction product. (3) The product is: [C:33]([N:29]1[CH2:30][CH2:31][CH2:32][C@H:28]1[C:8]1[N:4]2[CH:5]=[CH:6][N:7]=[C:2]([NH2:1])[C:3]2=[C:10]([C:11]2[CH:25]=[CH:24][C:14]([C:15]([NH:17][C:18]3[CH:23]=[CH:22][CH:21]=[CH:20][N:19]=3)=[O:16])=[C:13]([O:26][CH3:27])[CH:12]=2)[N:9]=1)(=[O:36])[CH:34]=[CH2:35]. Given the reactants [NH2:1][C:2]1[C:3]2[N:4]([C:8]([C@@H:28]3[CH2:32][CH2:31][CH2:30][NH:29]3)=[N:9][C:10]=2[C:11]2[CH:25]=[CH:24][C:14]([C:15]([NH:17][C:18]3[CH:23]=[CH:22][CH:21]=[CH:20][N:19]=3)=[O:16])=[C:13]([O:26][CH3:27])[CH:12]=2)[CH:5]=[CH:6][N:7]=1.[C:33](Cl)(=[O:36])[CH:34]=[CH2:35], predict the reaction product.